From a dataset of TCR-epitope binding with 47,182 pairs between 192 epitopes and 23,139 TCRs. Binary Classification. Given a T-cell receptor sequence (or CDR3 region) and an epitope sequence, predict whether binding occurs between them. (1) The epitope is GILGFVFTL. The TCR CDR3 sequence is CASSIVPWGGADGYTF. Result: 1 (the TCR binds to the epitope). (2) The epitope is PROT_97E67BCC. The TCR CDR3 sequence is CASSRLTSGGSDTQYF. Result: 1 (the TCR binds to the epitope). (3) The epitope is FLNGSCGSV. The TCR CDR3 sequence is CAISAPNSYEQYF. Result: 0 (the TCR does not bind to the epitope). (4) Result: 1 (the TCR binds to the epitope). The TCR CDR3 sequence is CSVEITGGLGESFF. The epitope is LLQTGIHVRVSQPSL. (5) The epitope is DRFYKTLRAEQASQEV. The TCR CDR3 sequence is CASSQDLAGVDTQYF. Result: 0 (the TCR does not bind to the epitope). (6) Result: 0 (the TCR does not bind to the epitope). The epitope is GTSGSPIIDK. The TCR CDR3 sequence is CASSGGDVREEQYF. (7) The epitope is AMFWSVPTV. The TCR CDR3 sequence is CASSAVDRVTSYNEQFF. Result: 1 (the TCR binds to the epitope). (8) The TCR CDR3 sequence is CASNPGNSNQPQHF. Result: 0 (the TCR does not bind to the epitope). The epitope is LEPLVDLPI. (9) The epitope is LLFGYPVYV. The TCR CDR3 sequence is CASSQGPGERAGFNYEQYF. Result: 0 (the TCR does not bind to the epitope). (10) The epitope is MPASWVMRI. Result: 1 (the TCR binds to the epitope). The TCR CDR3 sequence is CSAQAPKAGGASVDTQYF.